From a dataset of Forward reaction prediction with 1.9M reactions from USPTO patents (1976-2016). Predict the product of the given reaction. (1) Given the reactants C([O:4][CH:5]1[CH2:22][CH2:21][C:20]2([CH3:23])[CH:7]([CH2:8][CH2:9][C:10]3([CH3:48])[CH:19]2[CH2:18][CH2:17][CH:16]2[C:11]3([CH3:47])[CH2:12][CH2:13][C:14]3([C:30](=[O:46])[NH:31][C@@H:32]4[CH2:36][CH2:35][C@H:34]([CH2:37][N:38]5[CH2:43][CH2:42][N:41]([CH2:44][CH3:45])[CH2:40][CH2:39]5)[CH2:33]4)[CH2:26][CH2:25][CH:24]([C:27]([CH3:29])=[CH2:28])[CH:15]32)[C:6]1([CH3:50])[CH3:49])(=O)C.C1COCC1.[OH-].[Na+], predict the reaction product. The product is: [CH2:44]([N:41]1[CH2:42][CH2:43][N:38]([CH2:37][C@H:34]2[CH2:35][CH2:36][C@@H:32]([NH:31][C:30]([C@:14]34[CH2:26][CH2:25][C@@H:24]([C:27]([CH3:29])=[CH2:28])[C@@H:15]3[C@@H:16]3[C@@:11]([CH3:47])([CH2:12][CH2:13]4)[C@@:10]4([CH3:48])[C@@H:19]([C@:20]5([CH3:23])[C@@H:7]([CH2:8][CH2:9]4)[C:6]([CH3:49])([CH3:50])[C@@H:5]([OH:4])[CH2:22][CH2:21]5)[CH2:18][CH2:17]3)=[O:46])[CH2:33]2)[CH2:39][CH2:40]1)[CH3:45]. (2) Given the reactants N[C:2]1SC=CN=1.C1(CC(C2C=CC(S(CCC)(=O)=O)=CC=2)C(O)=O)CCCC1.[CH:29]1([CH2:34][CH:35]([C:44]2[CH:49]=[CH:48][C:47]([S:50]([CH2:53][CH2:54][CH3:55])(=[O:52])=[O:51])=[CH:46][CH:45]=2)[C:36]([NH:38][C:39]2[S:40][CH:41]=[CH:42][N:43]=2)=[O:37])[CH2:33][CH2:32][CH2:31][CH2:30]1, predict the reaction product. The product is: [CH2:53]([S:50]([C:47]1[CH:48]=[CH:49][C:44]([CH:35]([CH2:34][CH:29]2[CH2:33][CH2:32][CH2:31][CH2:30]2)[C:36]([NH:38][C:39]2[S:40][CH:41]=[CH:42][N:43]=2)=[O:37])=[CH:45][CH:46]=1)(=[O:52])=[O:51])[CH2:54][CH2:55][CH3:2]. (3) Given the reactants [CH3:1][S:2]([C:5]1[CH:6]=[C:7]2[C:12](=[CH:13][CH:14]=1)[N:11]=[CH:10][CH:9]=[C:8]2O)(=[O:4])=[O:3].P(Cl)(Cl)([Cl:18])=O, predict the reaction product. The product is: [Cl:18][C:8]1[C:7]2[C:12](=[CH:13][CH:14]=[C:5]([S:2]([CH3:1])(=[O:4])=[O:3])[CH:6]=2)[N:11]=[CH:10][CH:9]=1. (4) Given the reactants B.[C:2]([BH3-:4])#[N:3].[Na+:5].C(O[BH-](OC(=O)C)OC(=O)C)(=O)C.[Na+].[H-].C([Al+]CC(C)C)C(C)C.OCC1C=[C:34]([CH:41]=[CH:42]C=1)[CH2:35][C@@H:36](C(O)=O)[NH2:37], predict the reaction product. The product is: [C:2]([BH3-:4])#[N:3].[Na+:5].[NH:37]1[CH2:36][CH2:35][CH2:34][CH2:41][CH2:42]1. (5) Given the reactants [F:1][C:2]1[CH:3]=[CH:4][C:5]2[N:9]=[C:8]([C:10]([N:12]([CH2:28][CH:29]([CH3:31])[CH3:30])[C@H:13]3[CH2:18][C@@H:17]([CH2:19][OH:20])[CH2:16][N:15](C(OC(C)(C)C)=O)[CH2:14]3)=[O:11])[N:7]([CH2:32][CH2:33][CH2:34][CH2:35][O:36][CH3:37])[C:6]=2[CH:38]=1.[ClH:39].CO, predict the reaction product. The product is: [ClH:39].[ClH:39].[F:1][C:2]1[CH:3]=[CH:4][C:5]2[N:9]=[C:8]([C:10]([N:12]([C@H:13]3[CH2:18][C@@H:17]([CH2:19][OH:20])[CH2:16][NH:15][CH2:14]3)[CH2:28][CH:29]([CH3:31])[CH3:30])=[O:11])[N:7]([CH2:32][CH2:33][CH2:34][CH2:35][O:36][CH3:37])[C:6]=2[CH:38]=1. (6) Given the reactants [NH2:1][CH2:2][C:3]1[C:12](=[O:13])[C:11]2[C:6](=[CH:7][C:8]([Cl:14])=[CH:9][CH:10]=2)[N:5]([C:15]2[CH:20]=[CH:19][CH:18]=[CH:17][CH:16]=2)[CH:4]=1.[CH3:21][N:22]1[C:26]2=[N:27][CH:28]=[C:29]([C:31](O)=[O:32])[CH:30]=[C:25]2[N:24]=[CH:23]1, predict the reaction product. The product is: [Cl:14][C:8]1[CH:7]=[C:6]2[C:11]([C:12](=[O:13])[C:3]([CH2:2][NH:1][C:31]([C:29]3[CH:30]=[C:25]4[N:24]=[CH:23][N:22]([CH3:21])[C:26]4=[N:27][CH:28]=3)=[O:32])=[CH:4][N:5]2[C:15]2[CH:16]=[CH:17][CH:18]=[CH:19][CH:20]=2)=[CH:10][CH:9]=1. (7) Given the reactants [F:1][C:2]1([F:11])[O:6][C:5]2[CH:7]=[CH:8][CH:9]=[CH:10][C:4]=2[O:3]1.C([Li])(CC)C.C(O[B:21]1[O:25][C:24]([CH3:27])([CH3:26])[C:23]([CH3:29])([CH3:28])[O:22]1)(C)C, predict the reaction product. The product is: [F:11][C:2]1([F:1])[O:3][C:4]2[CH:10]=[CH:9][CH:8]=[C:7]([B:21]3[O:25][C:24]([CH3:27])([CH3:26])[C:23]([CH3:29])([CH3:28])[O:22]3)[C:5]=2[O:6]1. (8) Given the reactants CS(O[CH2:6][CH2:7][CH2:8][C:9]#[CH:10])(=O)=O.[NH:11]1[CH:15]=[CH:14][N:13]=[CH:12]1.C([O-])([O-])=O.[K+].[K+].C(Cl)Cl, predict the reaction product. The product is: [CH2:6]([N:11]1[CH:15]=[CH:14][N:13]=[CH:12]1)[CH2:7][CH2:8][C:9]#[CH:10]. (9) Given the reactants CN(C=[O:5])C.[CH3:6][O:7][C:8]1[CH:9]=[CH:10][CH:11]=[CH:12][C:13]=1[O:14][CH2:15][CH2:16][NH:17][CH2:18][CH:19]([OH:35])[CH2:20][O:21][C:22]1[CH:23]=[CH:24][CH:25]=[C:26]2[NH:34][C:33]3[CH:32]=[CH:31][CH:30]=[CH:29][C:28]=3[C:27]=12.[P:36](=[O:40])([OH:39])([OH:38])[OH:37], predict the reaction product. The product is: [CH3:6][O:7][C:8]1[C:13]([O:14][CH2:15][CH2:16][NH:17][CH2:18][CH:19]([OH:35])[CH2:20][O:21][C:22]2[C:27]3[C:28]4[C:33]([NH:34][C:26]=3[CH:25]=[CH:24][CH:23]=2)=[CH:32][CH:31]=[CH:30][CH:29]=4)=[CH:12][CH:11]=[CH:10][CH:9]=1.[CH3:6][O:7][C:8]1[C:13]([O:14][CH2:15][CH2:16][NH:17][CH2:18][CH:19]([OH:35])[CH2:20][O:21][C:22]2[C:27]3[C:28]4[C:33]([NH:34][C:26]=3[CH:25]=[CH:24][CH:23]=2)=[CH:32][CH:31]=[CH:30][CH:29]=4)=[CH:12][CH:11]=[CH:10][CH:9]=1.[OH2:5].[OH:38][P:36]([OH:40])([OH:39])=[O:37].[OH:38][P:36]([OH:40])([OH:39])=[O:37]. (10) Given the reactants [O:1]1[CH:5]=[CH:4][CH:3]=[C:2]1[CH2:6][CH2:7][C:8]([OH:10])=[O:9], predict the reaction product. The product is: [O:1]1[CH2:5][CH2:4][CH2:3][CH:2]1[CH2:6][CH2:7][C:8]([OH:10])=[O:9].